From a dataset of NCI-60 drug combinations with 297,098 pairs across 59 cell lines. Regression. Given two drug SMILES strings and cell line genomic features, predict the synergy score measuring deviation from expected non-interaction effect. (1) Drug 1: C1C(C(OC1N2C=NC(=NC2=O)N)CO)O. Drug 2: C1CCC(C(C1)N)N.C(=O)(C(=O)[O-])[O-].[Pt+4]. Cell line: HT29. Synergy scores: CSS=56.1, Synergy_ZIP=27.8, Synergy_Bliss=27.0, Synergy_Loewe=29.6, Synergy_HSA=23.5. (2) Drug 1: C1=CC(=CC=C1CC(C(=O)O)N)N(CCCl)CCCl.Cl. Drug 2: CC1=C2C(C(=O)C3(C(CC4C(C3C(C(C2(C)C)(CC1OC(=O)C(C(C5=CC=CC=C5)NC(=O)OC(C)(C)C)O)O)OC(=O)C6=CC=CC=C6)(CO4)OC(=O)C)O)C)O. Cell line: SN12C. Synergy scores: CSS=29.4, Synergy_ZIP=-12.3, Synergy_Bliss=-6.96, Synergy_Loewe=-35.4, Synergy_HSA=-4.68. (3) Drug 1: C(=O)(N)NO. Drug 2: CS(=O)(=O)OCCCCOS(=O)(=O)C. Cell line: SNB-75. Synergy scores: CSS=7.22, Synergy_ZIP=-0.321, Synergy_Bliss=2.33, Synergy_Loewe=4.17, Synergy_HSA=0.706. (4) Cell line: K-562. Drug 2: C1CN(P(=O)(OC1)NCCCl)CCCl. Drug 1: CN1CCC(CC1)COC2=C(C=C3C(=C2)N=CN=C3NC4=C(C=C(C=C4)Br)F)OC. Synergy scores: CSS=19.8, Synergy_ZIP=2.95, Synergy_Bliss=6.20, Synergy_Loewe=-50.9, Synergy_HSA=4.76. (5) Drug 1: C1=CC(=CC=C1CCC2=CNC3=C2C(=O)NC(=N3)N)C(=O)NC(CCC(=O)O)C(=O)O. Drug 2: C(CC(=O)O)C(=O)CN.Cl. Cell line: SW-620. Synergy scores: CSS=19.3, Synergy_ZIP=0.178, Synergy_Bliss=-1.67, Synergy_Loewe=-18.8, Synergy_HSA=-2.39.